Dataset: Ames mutagenicity test results for genotoxicity prediction. Task: Regression/Classification. Given a drug SMILES string, predict its toxicity properties. Task type varies by dataset: regression for continuous values (e.g., LD50, hERG inhibition percentage) or binary classification for toxic/non-toxic outcomes (e.g., AMES mutagenicity, cardiotoxicity, hepatotoxicity). Dataset: ames. The drug is COc1ccc2c(c1OC)C(=O)OC2C1c2cc3c(cc2CCN1C)OCO3. The result is 0 (non-mutagenic).